Dataset: Reaction yield outcomes from USPTO patents with 853,638 reactions. Task: Predict the reaction yield, written as a fraction of the theoretical maximum amount of product (1.0 means a 100% yield; for example, 0.34 means a 34% yield). The reactants are [CH2:1]([O:3][C:4]1[CH:13]=[C:12]2[C:7]([C:8](=[O:14])[NH:9][CH:10]=[N:11]2)=[CH:6][C:5]=1[OH:15])[CH3:2].[C:16](OC(=O)C)(=[O:18])[CH3:17]. The catalyst is N1C=CC=CC=1. The product is [CH2:1]([O:3][C:4]1[CH:13]=[C:12]2[C:7]([C:8](=[O:14])[NH:9][CH:10]=[N:11]2)=[CH:6][C:5]=1[O:15][C:16](=[O:18])[CH3:17])[CH3:2]. The yield is 0.390.